This data is from NCI-60 drug combinations with 297,098 pairs across 59 cell lines. The task is: Regression. Given two drug SMILES strings and cell line genomic features, predict the synergy score measuring deviation from expected non-interaction effect. Drug 1: CC1C(C(CC(O1)OC2CC(CC3=C2C(=C4C(=C3O)C(=O)C5=C(C4=O)C(=CC=C5)OC)O)(C(=O)C)O)N)O.Cl. Drug 2: C#CCC(CC1=CN=C2C(=N1)C(=NC(=N2)N)N)C3=CC=C(C=C3)C(=O)NC(CCC(=O)O)C(=O)O. Cell line: NCI-H226. Synergy scores: CSS=5.61, Synergy_ZIP=-3.74, Synergy_Bliss=0.105, Synergy_Loewe=-1.70, Synergy_HSA=-0.988.